From a dataset of Forward reaction prediction with 1.9M reactions from USPTO patents (1976-2016). Predict the product of the given reaction. Given the reactants CS[C:3]1[C:8]2[C:9](=[O:24])[C:10]3[C:11]([CH:22]=[CH:23][C:7]=2[CH:6]=[CH:5][CH:4]=1)=[N:12][CH:13]=[C:14]([C:16]1[CH:21]=[CH:20][CH:19]=[CH:18][CH:17]=1)[CH:15]=3.O[O:26][S:27]([O-:29])=O.[K+].[CH2:31]1COCC1, predict the reaction product. The product is: [CH3:31][S:27]([C:3]1[C:8]2[C:9](=[O:24])[C:10]3[C:11]([CH:22]=[CH:23][C:7]=2[CH:6]=[CH:5][CH:4]=1)=[N:12][CH:13]=[C:14]([C:16]1[CH:17]=[CH:18][CH:19]=[CH:20][CH:21]=1)[CH:15]=3)(=[O:29])=[O:26].